From a dataset of Forward reaction prediction with 1.9M reactions from USPTO patents (1976-2016). Predict the product of the given reaction. (1) Given the reactants Cl.[Si:2]([O:19][CH2:20][CH2:21]/[CH:22]=[CH:23]/[C@@H:24]([NH2:29])[CH2:25][CH:26]([CH3:28])[CH3:27])([C:15]([CH3:18])([CH3:17])[CH3:16])([C:9]1[CH:14]=[CH:13][CH:12]=[CH:11][CH:10]=1)[C:3]1[CH:8]=[CH:7][CH:6]=[CH:5][CH:4]=1.CCN(CC)CC.[C:37]1([P:43](Cl)([C:45]2[CH:50]=[CH:49][CH:48]=[CH:47][CH:46]=2)=[O:44])[CH:42]=[CH:41][CH:40]=[CH:39][CH:38]=1, predict the reaction product. The product is: [Si:2]([O:19][CH2:20][CH2:21]/[CH:22]=[CH:23]/[C@@H:24]([NH:29][P:43]([C:45]1[CH:46]=[CH:47][CH:48]=[CH:49][CH:50]=1)([C:37]1[CH:42]=[CH:41][CH:40]=[CH:39][CH:38]=1)=[O:44])[CH2:25][CH:26]([CH3:27])[CH3:28])([C:15]([CH3:17])([CH3:18])[CH3:16])([C:9]1[CH:10]=[CH:11][CH:12]=[CH:13][CH:14]=1)[C:3]1[CH:4]=[CH:5][CH:6]=[CH:7][CH:8]=1. (2) Given the reactants [NH2:1][C:2]1[CH:10]=[C:9]([O:11][CH3:12])[CH:8]=[CH:7][C:3]=1[C:4](O)=[O:5].CC[N:15]=C=NCCCN(C)C.C1C=CC2N(O)N=NC=2C=1.CN1CCOCC1.[NH4+].[OH-], predict the reaction product. The product is: [NH2:1][C:2]1[CH:10]=[C:9]([O:11][CH3:12])[CH:8]=[CH:7][C:3]=1[C:4]([NH2:15])=[O:5]. (3) Given the reactants [Br:1][C:2]1[C:3](Cl)=[N:4][CH:5]=[C:6]([N+:8]([O-:10])=[O:9])[CH:7]=1.[CH3:12][O:13][CH2:14][CH2:15][OH:16].C(=O)([O-])[O-].[K+].[K+], predict the reaction product. The product is: [Br:1][C:2]1[C:3]([O:16][CH2:15][CH2:14][O:13][CH3:12])=[N:4][CH:5]=[C:6]([N+:8]([O-:10])=[O:9])[CH:7]=1. (4) Given the reactants [C:1](N1C=CN=C1)([N:3]1C=CN=C1)=O.[NH:13]1[C:21]2[C:16](=[CH:17][CH:18]=[CH:19][CH:20]=2)[C:15]([S:22][C:23]2[CH:31]=[CH:30][CH:29]=[CH:28][C:24]=2[C:25](O)=[O:26])=[CH:14]1.CN, predict the reaction product. The product is: [NH:13]1[C:21]2[C:16](=[CH:17][CH:18]=[CH:19][CH:20]=2)[C:15]([S:22][C:23]2[CH:31]=[CH:30][CH:29]=[CH:28][C:24]=2[C:25]([NH:3][CH3:1])=[O:26])=[CH:14]1.